This data is from Forward reaction prediction with 1.9M reactions from USPTO patents (1976-2016). The task is: Predict the product of the given reaction. (1) Given the reactants Cl.COC[O:5][C:6]1[CH:7]=[C:8]([CH:12]([OH:16])[CH2:13][NH:14][CH3:15])[CH:9]=[CH:10][CH:11]=1, predict the reaction product. The product is: [OH:16][CH:12]([C:8]1[CH:7]=[C:6]([OH:5])[CH:11]=[CH:10][CH:9]=1)[CH2:13][NH:14][CH3:15]. (2) Given the reactants [Cl:1][C:2]1[CH:3]=[CH:4][C:5]2[N:11]3[C:12]([C:15]([F:18])([F:17])[F:16])=[N:13][N:14]=[C:10]3[C@@H:9]([CH2:19][C:20](O)=[O:21])[O:8][C@H:7]([C:23]3[CH:28]=[CH:27][CH:26]=[C:25]([O:29][CH3:30])[C:24]=3[O:31][CH3:32])[C:6]=2[CH:33]=1.[NH:34]1[CH2:39][CH2:38][CH:37]([CH2:40][C:41]([O:43][CH2:44][CH3:45])=[O:42])[CH2:36][CH2:35]1.Cl.C(N=C=NCCCN(C)C)C.ON1C2C=CC=CC=2N=N1, predict the reaction product. The product is: [Cl:1][C:2]1[CH:3]=[CH:4][C:5]2[N:11]3[C:12]([C:15]([F:17])([F:16])[F:18])=[N:13][N:14]=[C:10]3[C@@H:9]([CH2:19][C:20]([N:34]3[CH2:39][CH2:38][CH:37]([CH2:40][C:41]([O:43][CH2:44][CH3:45])=[O:42])[CH2:36][CH2:35]3)=[O:21])[O:8][C@H:7]([C:23]3[CH:28]=[CH:27][CH:26]=[C:25]([O:29][CH3:30])[C:24]=3[O:31][CH3:32])[C:6]=2[CH:33]=1. (3) The product is: [Cl-:27].[CH3:19][N+:17]([CH3:18])([CH2:16][CH2:15][O:14][C:1](=[O:13])[CH2:2][CH2:3][CH2:4][CH2:5][CH2:6][CH2:7][CH2:8][CH2:9][CH2:10][CH2:11][CH3:12])[CH2:20][C:21]1[CH:26]=[CH:25][CH:24]=[CH:23][CH:22]=1. Given the reactants [C:1]([O:14][CH2:15][CH2:16][N:17]([CH3:19])[CH3:18])(=[O:13])[CH2:2][CH2:3][CH2:4][CH2:5][CH2:6][CH2:7][CH2:8][CH2:9][CH2:10][CH2:11][CH3:12].[CH2:20]([Cl:27])[C:21]1[CH:26]=[CH:25][CH:24]=[CH:23][CH:22]=1, predict the reaction product.